From a dataset of Forward reaction prediction with 1.9M reactions from USPTO patents (1976-2016). Predict the product of the given reaction. (1) Given the reactants C(=O)([O-])[O-].[Na+].[Na+].[O:7]1[CH:11]2[O:12][CH2:13][CH2:14][CH:10]2[CH:9]([OH:15])[CH2:8]1.[C:16](OC(=O)C)(=[O:18])[CH3:17], predict the reaction product. The product is: [C:16]([O:15][CH:9]1[CH:10]2[CH:11]([O:12][CH2:13][CH2:14]2)[O:7][CH2:8]1)(=[O:18])[CH3:17]. (2) Given the reactants [Cl-].C([P+](CCCC)(CCCC)CCCC)C1C=CC=CC=1.Cl[CH2:23][CH2:24][CH2:25][CH2:26][CH2:27][CH2:28][CH2:29][CH3:30].[Cl:31][SiH:32]([Cl:34])[Cl:33], predict the reaction product. The product is: [CH2:23]([Si:32]([Cl:34])([Cl:33])[Cl:31])[CH2:24][CH2:25][CH2:26][CH2:27][CH2:28][CH2:29][CH3:30]. (3) Given the reactants [F:1][C:2]1[CH:7]=[CH:6][CH:5]=[C:4]([F:8])[C:3]=1[N:9]1[C:13]2[NH:14][C:15](=[O:23])[C:16](C(OCC)=O)=[CH:17][C:12]=2[CH:11]=[N:10]1.O.[OH-].[Li+].C1C(=O)N([Br:34])C(=O)C1.C([O-])(O)=O.[Na+], predict the reaction product. The product is: [Br:34][C:16]1[C:15](=[O:23])[NH:14][C:13]2[N:9]([C:3]3[C:2]([F:1])=[CH:7][CH:6]=[CH:5][C:4]=3[F:8])[N:10]=[CH:11][C:12]=2[CH:17]=1. (4) Given the reactants [F:1][C:2]1[CH:3]=[C:4]([CH2:9][C@H:10]([NH:14][C:15](=[O:21])OC(C)(C)C)[C@H:11]2[CH2:13][O:12]2)[CH:5]=[C:6]([F:8])[CH:7]=1.[C@@H:22]1([NH2:32])[C:31]2[C:26](=[CH:27][CH:28]=[CH:29][CH:30]=2)[CH2:25][CH2:24]C1.[CH2:33]([N:36]([CH2:50][CH2:51][CH3:52])[C:37]([C:39]1[CH:40]=[C:41]([CH:45]=[C:46]([CH2:48]C)[CH:47]=1)C(O)=O)=[O:38])[CH2:34][CH3:35], predict the reaction product. The product is: [F:8][C:6]1[CH:5]=[C:4]([CH:3]=[C:2]([F:1])[CH:7]=1)[CH2:9][C@H:10]([NH:14][C:15](=[O:21])[C:41]1[CH:45]=[C:46]([CH3:48])[CH:47]=[C:39]([C:37]([N:36]([CH2:33][CH2:34][CH3:35])[CH2:50][CH2:51][CH3:52])=[O:38])[CH:40]=1)[C@H:11]([OH:12])[CH2:13][NH:32][C@H:22]1[C:31]2[C:26](=[CH:27][CH:28]=[CH:29][CH:30]=2)[CH2:25][CH2:24]1. (5) Given the reactants [Br:1][C:2]1[CH:7]=[CH:6][CH:5]=[CH:4][C:3]=1[NH:8][C:9](=[O:18])[CH:10]=[CH:11]C1C=CC=CC=1.[Cl-].[Al+3].[Cl-].[Cl-], predict the reaction product. The product is: [Br:1][C:2]1[CH:7]=[CH:6][CH:5]=[C:4]2[C:3]=1[NH:8][C:9](=[O:18])[CH:10]=[CH:11]2.